This data is from Reaction yield outcomes from USPTO patents with 853,638 reactions. The task is: Predict the reaction yield, written as a fraction of the theoretical maximum amount of product (1.0 means a 100% yield; for example, 0.34 means a 34% yield). (1) The reactants are [Br:1][C:2]1[CH:8]=[CH:7][C:5]([NH2:6])=[CH:4][CH:3]=1.[Cl:9][C:10]1[CH:18]=[CH:17][C:13]([C:14](Cl)=[O:15])=[CH:12][C:11]=1[N+:19]([O-:21])=[O:20].C(N(CC)C(C)C)(C)C. The catalyst is C(Cl)Cl. The product is [Br:1][C:2]1[CH:8]=[CH:7][C:5]([NH:6][C:14](=[O:15])[C:13]2[CH:17]=[CH:18][C:10]([Cl:9])=[C:11]([N+:19]([O-:21])=[O:20])[CH:12]=2)=[CH:4][CH:3]=1. The yield is 0.960. (2) The reactants are [Br:1][C:2]1[CH:7]=[CH:6][C:5](I)=[CH:4][CH:3]=1.[C:9]1([C:15]#[CH:16])[CH:14]=[CH:13][CH:12]=[CH:11][CH:10]=1.O1CCCC1.[O-][Si]([O-])=O.[Mg+2]. The catalyst is C1C=CC(P(C2C=CC=CC=2)C2C=CC=CC=2)=CC=1.C1C=CC(P(C2C=CC=CC=2)C2C=CC=CC=2)=CC=1.Cl[Pd]Cl.[Cu]I.C(N(CC)CC)C. The product is [Br:1][C:2]1[CH:7]=[CH:6][C:5]([C:16]#[C:15][C:9]2[CH:14]=[CH:13][CH:12]=[CH:11][CH:10]=2)=[CH:4][CH:3]=1. The yield is 0.580.